Dataset: Forward reaction prediction with 1.9M reactions from USPTO patents (1976-2016). Task: Predict the product of the given reaction. (1) Given the reactants [CH2:1]1[O:9][C:8]2[CH:7]=[CH:6][C:5](B(O)O)=[CH:4][C:3]=2[O:2]1.Br[C:14]1[CH:18]=[CH:17][S:16][C:15]=1[S:19]([N:22]1[CH:26]=[CH:25][CH:24]=[CH:23]1)(=[O:21])=[O:20], predict the reaction product. The product is: [CH2:1]1[O:9][C:8]2[CH:7]=[CH:6][C:5]([C:14]3[CH:18]=[CH:17][S:16][C:15]=3[S:19]([N:22]3[CH:26]=[CH:25][CH:24]=[CH:23]3)(=[O:20])=[O:21])=[CH:4][C:3]=2[O:2]1. (2) Given the reactants [CH2:1]([NH:5][CH2:6][CH:7]([CH3:9])[CH3:8])[CH:2]([CH3:4])[CH3:3].C1(C)C=CC=CC=1.[CH3:17][C:18]1[CH:31]=[C:30]2[C:21]([S:22][C:23]3[CH:24]=[CH:25][CH:26]=[C:27]([C:33](Cl)=[O:34])[C:28]=3[C:29]2=[O:32])=[CH:20][CH:19]=1, predict the reaction product. The product is: [CH2:1]([N:5]([CH2:6][CH:7]([CH3:9])[CH3:8])[C:33]([C:27]1[C:28]2[C:29](=[O:32])[C:30]3[C:21](=[CH:20][CH:19]=[C:18]([CH3:17])[CH:31]=3)[S:22][C:23]=2[CH:24]=[CH:25][CH:26]=1)=[O:34])[CH:2]([CH3:4])[CH3:3]. (3) Given the reactants [CH3:1][C:2]([OH:13])([CH3:12])[CH2:3][N:4]1[CH:8]=[CH:7][C:6]([N+:9]([O-:11])=[O:10])=[N:5]1.CN(C=O)C.[H-].[Na+].[C:21]([O:24][CH2:25][CH3:26])(=O)C, predict the reaction product. The product is: [CH3:12][C:2]([O:13][CH2:26][C@@H:25]1[CH2:21][O:24]1)([CH3:1])[CH2:3][N:4]1[CH:8]=[CH:7][C:6]([N+:9]([O-:11])=[O:10])=[N:5]1. (4) The product is: [F:1][C:2]1[CH:7]=[C:6]([F:8])[CH:5]=[CH:4][C:3]=1[N:9]1[C:13]([C:14]2[S:23][C:22]3[C:21]4[CH:24]=[C:25]([C:28]([N:68]5[CH2:69][CH2:70][C@H:66]([N:65]([CH3:71])[CH3:64])[CH2:67]5)=[O:29])[CH:26]=[CH:27][C:20]=4[O:19][CH2:18][CH2:17][C:16]=3[CH:15]=2)=[N:12][CH:11]=[N:10]1. Given the reactants [F:1][C:2]1[CH:7]=[C:6]([F:8])[CH:5]=[CH:4][C:3]=1[N:9]1[C:13]([C:14]2[S:23][C:22]3[C:21]4[CH:24]=[C:25]([C:28](O)=[O:29])[CH:26]=[CH:27][C:20]=4[O:19][CH2:18][CH2:17][C:16]=3[CH:15]=2)=[N:12][CH:11]=[N:10]1.CN(C(ON1N=NC2C=CC=NC1=2)=[N+](C)C)C.F[P-](F)(F)(F)(F)F.CCN(C(C)C)C(C)C.[CH3:64][N:65]([CH3:71])[C@H:66]1[CH2:70][CH2:69][NH:68][CH2:67]1, predict the reaction product. (5) Given the reactants [CH:1]1([CH:4]([NH:17][S:18]([C:20]([CH3:23])([CH3:22])[CH3:21])=[O:19])[C:5]([F:16])([F:15])S(C2C=CC=CC=2)(=O)=O)[CH2:3][CH2:2]1.CC([O-])=O.[Na+].CC(O)=O.[Mg], predict the reaction product. The product is: [CH:1]1([CH:4]([NH:17][S:18]([C:20]([CH3:23])([CH3:22])[CH3:21])=[O:19])[CH:5]([F:16])[F:15])[CH2:3][CH2:2]1. (6) Given the reactants Cl[C:2]1[N:7]=[CH:6][C:5]([C:8]2[C:17]3[C:12](=[CH:13][C:14]([O:23][CH3:24])=[C:15]4[O:20][C:19]([CH3:22])([CH3:21])[CH2:18][C:16]4=3)[CH2:11][C:10]([CH3:26])([CH3:25])[N:9]=2)=[CH:4][CH:3]=1.[N+:27]1([O-])[CH:32]=[CH:31][C:30]([C:33]([NH2:35])=[O:34])=[CH:29][CH:28]=1.Br.C(O)(=[O:40])C.[OH-].[Na+], predict the reaction product. The product is: [O:40]=[C:2]1[CH:3]=[CH:4][C:5]([C:8]2[C:17]3[C:12](=[CH:13][C:14]([O:23][CH3:24])=[C:15]4[O:20][C:19]([CH3:22])([CH3:21])[CH2:18][C:16]4=3)[CH2:11][C:10]([CH3:26])([CH3:25])[N:9]=2)=[CH:6][N:7]1[C:28]1[CH:29]=[C:30]([C:33]([NH2:35])=[O:34])[CH:31]=[CH:32][N:27]=1. (7) Given the reactants [C:1]([O:5][C:6]([N:8]1[CH2:13][CH2:12][N:11]([C:14]2[CH:15]=[N:16][C:17]([N+:20]([O-])=O)=[CH:18][CH:19]=2)[CH2:10][C:9]1([CH3:24])[CH3:23])=[O:7])([CH3:4])([CH3:3])[CH3:2], predict the reaction product. The product is: [C:1]([O:5][C:6]([N:8]1[CH2:13][CH2:12][N:11]([C:14]2[CH:15]=[N:16][C:17]([NH2:20])=[CH:18][CH:19]=2)[CH2:10][C:9]1([CH3:24])[CH3:23])=[O:7])([CH3:4])([CH3:2])[CH3:3].